From a dataset of Forward reaction prediction with 1.9M reactions from USPTO patents (1976-2016). Predict the product of the given reaction. (1) Given the reactants [CH3:1][CH:2]([C:4]1[N:8]([CH2:9][CH2:10][C@@H:11]([OH:19])[CH2:12][C@@H:13]([OH:18])[CH2:14][C:15]([O-:17])=[O:16])[C:7]([C:20]2[CH:21]=[CH:22][C:23]([F:26])=[CH:24][CH:25]=2)=[C:6]([C:27]2[CH:28]=[CH:29][CH:30]=[CH:31][CH:32]=2)[C:5]=1[C:33]([NH:35][C:36]1[CH:37]=[CH:38][CH:39]=[CH:40][CH:41]=1)=[O:34])[CH3:3].CC(C1N(CC[C@@H](O)C[C@@H](O)CC([O-])=O)C(C2C=CC(F)=CC=2)=C(C2C=CC=CC=2)C=1C(NC1C=CC=CC=1)=O)C.[Ca+2].C(O)[C@H]([C@H]([C@@H]([C@@H](CO)O)O)O)O.C(=O)([O-])[O-].[Mg+2].C([O-])(=O)CCCCCCCCCCCCCCCCC.[Mg+2].C([O-])(=O)CCCCCCCCCCCCCCCCC.C[C@@](O)(CC(SCCNC(CCNC([C@H](O)C(COP(OP(OC[C@H]1O[C@@H](N2C3N=CN=C(N)C=3N=C2)[C@H](O)[C@@H]1OP(O)(O)=O)(O)=O)(O)=O)(C)C)=O)=O)=O)CC(O)=O, predict the reaction product. The product is: [CH3:3][CH:2]([C:4]1[N:8]([CH2:9][CH2:10][C@@H:11]([OH:19])[CH2:12][C@@H:13]([OH:18])[CH2:14][C:15]([OH:17])=[O:16])[C:7]([C:20]2[CH:25]=[CH:24][C:23]([F:26])=[CH:22][CH:21]=2)=[C:6]([C:27]2[CH:32]=[CH:31][CH:30]=[CH:29][CH:28]=2)[C:5]=1[C:33]([NH:35][C:36]1[CH:41]=[CH:40][CH:39]=[CH:38][CH:37]=1)=[O:34])[CH3:1]. (2) Given the reactants [C:1]([N:9]=[C:10]=[S:11])(=[O:8])[C:2]1[CH:7]=[CH:6][CH:5]=[CH:4][CH:3]=1.[CH2:12]([O:19][C:20]1[C:21]([NH2:26])=[N:22][CH:23]=[CH:24][CH:25]=1)[C:13]1[CH:18]=[CH:17][CH:16]=[CH:15][CH:14]=1, predict the reaction product. The product is: [C:1]([NH:9][C:10]([NH:26][C:21]1[C:20]([O:19][CH2:12][C:13]2[CH:14]=[CH:15][CH:16]=[CH:17][CH:18]=2)=[CH:25][CH:24]=[CH:23][N:22]=1)=[S:11])(=[O:8])[C:2]1[CH:7]=[CH:6][CH:5]=[CH:4][CH:3]=1. (3) Given the reactants C[O:2][C:3]([C:5]1[S:6][C:7]([C:27]2[CH:32]=[CH:31][CH:30]=[C:29]([F:33])[CH:28]=2)=[CH:8][C:9]=1[N:10]([C:14]([CH:16]1[CH2:21][CH2:20][CH:19]([CH3:22])[CH2:18][CH:17]1[O:23]C(=O)C)=[O:15])[CH:11]([CH3:13])[CH3:12])=[O:4].O[Li].O, predict the reaction product. The product is: [F:33][C:29]1[CH:28]=[C:27]([C:7]2[S:6][C:5]([C:3]([OH:4])=[O:2])=[C:9]([N:10]([C:14]([CH:16]3[CH2:21][CH2:20][CH:19]([CH3:22])[CH2:18][CH:17]3[OH:23])=[O:15])[CH:11]([CH3:12])[CH3:13])[CH:8]=2)[CH:32]=[CH:31][CH:30]=1. (4) The product is: [CH2:1]([N:8]([CH2:9][CH2:10][C:11]1[CH:12]=[C:13]([CH2:18][N:19]2[CH2:20][CH2:21][C:22]3([O:27][CH2:26][CH2:25][N:24]([C:28]([C:30]4[N:31]=[C:32]([CH:35]([CH3:37])[CH3:36])[S:33][CH:34]=4)=[O:29])[CH2:23]3)[CH2:38][CH2:39]2)[CH:14]=[CH:15][C:16]=1[F:17])[CH2:59][C:58]([C:48]1[C:49]2[S:53][C:52]([O:54][CH:55]([CH3:57])[CH3:56])=[N:51][C:50]=2[C:45]([O:44][C:40]([CH3:41])([CH3:42])[CH3:43])=[CH:46][CH:47]=1)=[O:61])[C:2]1[CH:3]=[CH:4][CH:5]=[CH:6][CH:7]=1. Given the reactants [CH2:1]([NH:8][CH2:9][CH2:10][C:11]1[CH:12]=[C:13]([CH2:18][N:19]2[CH2:39][CH2:38][C:22]3([O:27][CH2:26][CH2:25][N:24]([C:28]([C:30]4[N:31]=[C:32]([CH:35]([CH3:37])[CH3:36])[S:33][CH:34]=4)=[O:29])[CH2:23]3)[CH2:21][CH2:20]2)[CH:14]=[CH:15][C:16]=1[F:17])[C:2]1[CH:7]=[CH:6][CH:5]=[CH:4][CH:3]=1.[C:40]([O:44][C:45]1[C:50]2[N:51]=[C:52]([O:54][CH:55]([CH3:57])[CH3:56])[S:53][C:49]=2[C:48]([C:58](=[O:61])[CH2:59]Cl)=[CH:47][CH:46]=1)([CH3:43])([CH3:42])[CH3:41].C(NC(C)C)(C)C.[I-].[Na+], predict the reaction product. (5) Given the reactants [CH2:1]([O:8][C:9]1[C:10]2[N:11]([N:16]=[CH:17][CH:18]=2)[CH:12]=[C:13](Br)[CH:14]=1)[C:2]1[CH:7]=[CH:6][CH:5]=[CH:4][CH:3]=1.[CH3:19][N:20]1[CH:24]=[C:23](B2OC(C)(C)C(C)(C)O2)[CH:22]=[N:21]1.[F-].[K+].F[B-](F)(F)F.C([PH+](C(C)(C)C)C(C)(C)C)(C)(C)C, predict the reaction product. The product is: [CH2:1]([O:8][C:9]1[C:10]2[N:11]([N:16]=[CH:17][CH:18]=2)[CH:12]=[C:13]([C:23]2[CH:22]=[N:21][N:20]([CH3:19])[CH:24]=2)[CH:14]=1)[C:2]1[CH:7]=[CH:6][CH:5]=[CH:4][CH:3]=1. (6) Given the reactants [CH2:1]([O:8][C:9]1[CH:16]=[CH:15][C:12]([CH:13]=O)=[CH:11][CH:10]=1)[C:2]1[CH:7]=[CH:6][CH:5]=[CH:4][CH:3]=1.[CH:17]1([NH:25][OH:26])[CH2:24][CH2:23][CH2:22][CH2:21][CH2:20][CH2:19][CH2:18]1.Cl.O, predict the reaction product. The product is: [CH2:1]([O:8][C:9]1[CH:16]=[CH:15][C:12]([CH:13]=[N+:25]([CH:17]2[CH2:24][CH2:23][CH2:22][CH2:21][CH2:20][CH2:19][CH2:18]2)[O-:26])=[CH:11][CH:10]=1)[C:2]1[CH:7]=[CH:6][CH:5]=[CH:4][CH:3]=1.